This data is from Full USPTO retrosynthesis dataset with 1.9M reactions from patents (1976-2016). The task is: Predict the reactants needed to synthesize the given product. Given the product [F:25][C:20]1[CH:21]=[CH:22][CH:23]=[CH:24][C:19]=1[C:11]1[C:10]([CH3:26])=[C:9]([NH:8][C:6]2[CH:7]=[C:2]([C:35]3[CH:36]=[CH:37][S:33][CH:34]=3)[CH:3]=[CH:4][C:5]=2[N:27]2[CH2:32][CH2:31][O:30][CH2:29][CH2:28]2)[C:18]2[C:13](=[CH:14][CH:15]=[CH:16][CH:17]=2)[N:12]=1, predict the reactants needed to synthesize it. The reactants are: Br[C:2]1[CH:3]=[CH:4][C:5]([N:27]2[CH2:32][CH2:31][O:30][CH2:29][CH2:28]2)=[C:6]([NH:8][C:9]2[C:18]3[C:13](=[CH:14][CH:15]=[CH:16][CH:17]=3)[N:12]=[C:11]([C:19]3[CH:24]=[CH:23][CH:22]=[CH:21][C:20]=3[F:25])[C:10]=2[CH3:26])[CH:7]=1.[S:33]1[CH:37]=[CH:36][C:35](B(O)O)=[CH:34]1.C(=O)([O-])[O-].[Na+].[Na+].CCOC(C)=O.